From a dataset of Forward reaction prediction with 1.9M reactions from USPTO patents (1976-2016). Predict the product of the given reaction. Given the reactants [N:1]1([C:10]2([C:15]([OH:17])=O)[CH2:14][CH2:13][CH2:12][CH2:11]2)[C:5]2=[N:6][CH:7]=[CH:8][CH:9]=[C:4]2[CH:3]=[CH:2]1.C(Cl)(=O)C([Cl:21])=O.CN(C)C=O, predict the reaction product. The product is: [N:1]1([C:10]2([C:15]([Cl:21])=[O:17])[CH2:14][CH2:13][CH2:12][CH2:11]2)[C:5]2=[N:6][CH:7]=[CH:8][CH:9]=[C:4]2[CH:3]=[CH:2]1.